This data is from Reaction yield outcomes from USPTO patents with 853,638 reactions. The task is: Predict the reaction yield, written as a fraction of the theoretical maximum amount of product (1.0 means a 100% yield; for example, 0.34 means a 34% yield). (1) The reactants are [NH2:1][OH:2].[CH3:3][S:4]([C:7]1[S:11][C:10]([S:12](Cl)(=[O:14])=[O:13])=[CH:9][CH:8]=1)(=[O:6])=[O:5].CS(C1SC=C(S(Cl)(=O)=O)C=1)(=O)=O.S(Cl)(Cl)(=O)=O. The catalyst is O1CCCC1.ClCCl.O. The product is [OH:2][NH:1][S:12]([C:10]1[S:11][C:7]([S:4]([CH3:3])(=[O:6])=[O:5])=[CH:8][CH:9]=1)(=[O:14])=[O:13]. The yield is 0.460. (2) The reactants are [BH4-].[Na+].[F:3][C:4]1[CH:11]=[CH:10][C:7]([CH:8]=[O:9])=[CH:6][C:5]=1[N+:12]([O-:14])=[O:13].C(OCC)(=O)C. The catalyst is CO.O. The product is [F:3][C:4]1[CH:11]=[CH:10][C:7]([CH2:8][OH:9])=[CH:6][C:5]=1[N+:12]([O-:14])=[O:13]. The yield is 0.950. (3) The reactants are C1N=CN(C(N2C=NC=C2)=O)C=1.[CH3:13][O:14][C@@H:15]([C:19]1[CH:24]=[CH:23][CH:22]=[CH:21][CH:20]=1)[C:16]([OH:18])=O.[Cl:25][C:26]1[CH:44]=[C:43]([Cl:45])[CH:42]=[CH:41][C:27]=1[CH:28]([O:36][CH:37]1[CH2:40][NH:39][CH2:38]1)[C:29]1[CH:34]=[CH:33][C:32]([Cl:35])=[CH:31][CH:30]=1. The catalyst is C1COCC1. The product is [Cl:25][C:26]1[CH:44]=[C:43]([Cl:45])[CH:42]=[CH:41][C:27]=1[CH:28]([O:36][CH:37]1[CH2:38][N:39]([C:16](=[O:18])[C@@H:15]([O:14][CH3:13])[C:19]2[CH:24]=[CH:23][CH:22]=[CH:21][CH:20]=2)[CH2:40]1)[C:29]1[CH:34]=[CH:33][C:32]([Cl:35])=[CH:31][CH:30]=1. The yield is 0.530. (4) The reactants are [NH2:1][C:2]1[CH:10]=[C:9]([CH3:11])[C:8]([O:12]C)=[CH:7][C:3]=1[C:4]([OH:6])=[O:5]. The catalyst is I. The product is [NH2:1][C:2]1[CH:10]=[C:9]([CH3:11])[C:8]([OH:12])=[CH:7][C:3]=1[C:4]([OH:6])=[O:5]. The yield is 1.00. (5) The reactants are C([NH:18][C@H:19]([C:32]([OH:34])=O)[CH2:20][C:21]1[CH:26]=[CH:25][C:24]([O:27][C:28]([CH3:31])([CH3:30])[CH3:29])=[CH:23][CH:22]=1)(OCC1C2C(=CC=CC=2)C2C1=CC=CC=2)=O.[NH4+].C(OC(OC(OC(C)(C)C)=O)=O)(C)(C)C.[N:51]1C=CC=CC=1. The catalyst is O1CCOCC1.C(OCC)(=O)C.ClCCl.C(NCC)C. The product is [C:28]([O:27][C:24]1[CH:25]=[CH:26][C:21]([CH2:20][C@@H:19]([C:32]([NH2:51])=[O:34])[NH2:18])=[CH:22][CH:23]=1)([CH3:31])([CH3:30])[CH3:29]. The yield is 0.810. (6) The reactants are [NH2:1][C:2]1[CH:3]=[C:4]2[C:9](=[C:10]([C:12]([F:15])([F:14])[F:13])[CH:11]=1)[N:8]=[CH:7][C:6]([C:16]#[N:17])=[C:5]2[NH:18][C:19]1[CH:24]=[CH:23][C:22]([F:25])=[C:21]([Cl:26])[CH:20]=1.[N:27]1[CH:32]=[CH:31][CH:30]=[C:29]([CH:33]=O)[CH:28]=1.[BH3-]C#N.[Na+]. The catalyst is CCO. The product is [Cl:26][C:21]1[CH:20]=[C:19]([NH:18][C:5]2[C:4]3[C:9](=[C:10]([C:12]([F:13])([F:14])[F:15])[CH:11]=[C:2]([NH:1][CH2:33][C:29]4[CH:28]=[N:27][CH:32]=[CH:31][CH:30]=4)[CH:3]=3)[N:8]=[CH:7][C:6]=2[C:16]#[N:17])[CH:24]=[CH:23][C:22]=1[F:25]. The yield is 0.470. (7) The reactants are C(ON([C@H]1CN[C@H](C(N)=O)C(C)=C1)S(C1C=CC=CC=1[N+]([O-])=O)(=O)=O)C=C.[CH2:28]([O:31][N:32]([C@H:45]1[CH2:50][N:49](C(OC(C)(C)C)=O)[C@H:48]([C:58](=[O:60])[NH2:59])[C:47]([CH:61]([CH3:63])[CH3:62])=[CH:46]1)[S:33]([C:36]1[CH:41]=[CH:40][CH:39]=[CH:38][C:37]=1[N+:42]([O-:44])=[O:43])(=[O:35])=[O:34])[CH:29]=[CH2:30]. No catalyst specified. The product is [CH2:28]([O:31][N:32]([C@H:45]1[CH2:50][NH:49][C@H:48]([C:58]([NH2:59])=[O:60])[C:47]([CH:61]([CH3:63])[CH3:62])=[CH:46]1)[S:33]([C:36]1[CH:41]=[CH:40][CH:39]=[CH:38][C:37]=1[N+:42]([O-:44])=[O:43])(=[O:35])=[O:34])[CH:29]=[CH2:30]. The yield is 0.860.